This data is from Catalyst prediction with 721,799 reactions and 888 catalyst types from USPTO. The task is: Predict which catalyst facilitates the given reaction. (1) Reactant: CC(C)(OC(=O)[NH:6][CH2:7][CH2:8][O:9][CH2:10][CH2:11][O:12][CH2:13][CH2:14][O:15][CH2:16][CH2:17][O:18][CH2:19][CH2:20][O:21][CH2:22][CH2:23][O:24][CH2:25][CH2:26][O:27][CH2:28][CH2:29][O:30][CH2:31][CH2:32][O:33][CH2:34][CH2:35][O:36][CH2:37][CH2:38][O:39][CH2:40][CH2:41][NH:42][C:43]([C:45]([CH2:62][CH2:63][CH2:64][CH2:65][CH2:66][CH2:67][CH2:68][CH2:69][CH2:70][CH2:71][CH3:72])([CH2:49][CH2:50][CH2:51][CH2:52][CH2:53][CH2:54][CH2:55][CH2:56][CH2:57][CH2:58][C:59]([OH:61])=[O:60])[C:46]([OH:48])=[O:47])=[O:44])C.FC(F)(F)C(O)=O.O.C(#N)C. Product: [NH2:6][CH2:7][CH2:8][O:9][CH2:10][CH2:11][O:12][CH2:13][CH2:14][O:15][CH2:16][CH2:17][O:18][CH2:19][CH2:20][O:21][CH2:22][CH2:23][O:24][CH2:25][CH2:26][O:27][CH2:28][CH2:29][O:30][CH2:31][CH2:32][O:33][CH2:34][CH2:35][O:36][CH2:37][CH2:38][O:39][CH2:40][CH2:41][NH:42][C:43]([C:45]([CH2:62][CH2:63][CH2:64][CH2:65][CH2:66][CH2:67][CH2:68][CH2:69][CH2:70][CH2:71][CH3:72])([CH2:49][CH2:50][CH2:51][CH2:52][CH2:53][CH2:54][CH2:55][CH2:56][CH2:57][CH2:58][C:59]([OH:61])=[O:60])[C:46]([OH:48])=[O:47])=[O:44]. The catalyst class is: 2. (2) Reactant: [NH:1]1[C:9]2[C:4](=[CH:5][C:6]([C:10]3[C:19]([N:20]4[CH2:24][CH2:23][CH2:22][C@@H:21]4[CH2:25][O:26][CH3:27])=[N:18][C:17]4[C:12](=[CH:13][CH:14]=[C:15]([C:28]([O:30]C)=[O:29])[CH:16]=4)[N:11]=3)=[CH:7][CH:8]=2)[CH:3]=[CH:2]1.[OH-].[Na+]. Product: [NH:1]1[C:9]2[C:4](=[CH:5][C:6]([C:10]3[C:19]([N:20]4[CH2:24][CH2:23][CH2:22][C@@H:21]4[CH2:25][O:26][CH3:27])=[N:18][C:17]4[C:12](=[CH:13][CH:14]=[C:15]([C:28]([OH:30])=[O:29])[CH:16]=4)[N:11]=3)=[CH:7][CH:8]=2)[CH:3]=[CH:2]1. The catalyst class is: 24. (3) Reactant: O.O.O.[F-].[CH2:5]([N+](CCCC)(CCCC)CCCC)CCC.[Br:22][C:23]1[CH:28]=[CH:27][C:26]([S:29][Si](C(C)C)(C(C)C)C(C)C)=[C:25]([F:40])[CH:24]=1.C(=O)([O-])[O-].[K+].[K+].CI. Product: [Br:22][C:23]1[CH:28]=[CH:27][C:26]([S:29][CH3:5])=[C:25]([F:40])[CH:24]=1. The catalyst class is: 1. (4) The catalyst class is: 7. Product: [Cl:15][CH2:16][C:17]([NH:19][C@H:20]1[C@@H:29]([OH:30])[C:28]2[C:23](=[CH:24][CH:25]=[CH:26][CH:27]=2)[O:22][CH2:21]1)=[O:18]. Reactant: C([BH-](C(CC)C)C(CC)C)(CC)C.[Li+].[Cl:15][CH2:16][C:17]([NH:19][CH:20]1[C:29](=[O:30])[C:28]2[C:23](=[CH:24][CH:25]=[CH:26][CH:27]=2)[O:22][CH2:21]1)=[O:18].O.Cl. (5) Reactant: CS(Cl)(=O)=O.OC1CCN([C:13]([O:15][CH2:16][C:17]2[CH:22]=C[CH:20]=[CH:19][CH:18]=2)=[O:14])CC1.[CH2:23](N(CC)CC)C.C([O-])(=S)C.[K+]. Product: [C:13]([O:15][CH2:16][CH3:17])(=[O:14])[CH3:23].[CH3:20][CH2:19][CH2:18][CH:17]([CH3:22])[CH3:16]. The catalyst class is: 4. (6) Reactant: [Br:1][C:2]1[CH:7]=[CH:6][CH:5]=[CH:4][C:3]=1[C@H:8]1[C@@H:12]([C:13]2[CH:18]=[CH:17][CH:16]=[CH:15][C:14]=2[Br:19])[NH:11][C:10](=[S:20])[NH:9]1.[CH3:21][I:22]. Product: [IH:22].[Br:19][C:14]1[CH:15]=[CH:16][CH:17]=[CH:18][C:13]=1[C@H:12]1[C@@H:8]([C:3]2[CH:4]=[CH:5][CH:6]=[CH:7][C:2]=2[Br:1])[NH:9][C:10]([S:20][CH3:21])=[N:11]1. The catalyst class is: 14. (7) Reactant: Br[C:2]1[C:3]([N:20]2[CH2:25][CH2:24][CH2:23][C@@H:22]([NH:26]C(=O)OC(C)(C)C)[CH2:21]2)=[C:4]2[C:10]([NH:11][C:12](=[O:19])[C:13]3[CH:18]=[CH:17][CH:16]=[N:15][CH:14]=3)=[CH:9][NH:8][C:5]2=[N:6][CH:7]=1.[Li]C.C([Li])CCC.[Cl-:41].[NH4+]. Product: [ClH:41].[NH2:26][C@@H:22]1[CH2:23][CH2:24][CH2:25][N:20]([C:3]2[CH:2]=[CH:7][N:6]=[C:5]3[NH:8][CH:9]=[C:10]([NH:11][C:12](=[O:19])[C:13]4[CH:18]=[CH:17][CH:16]=[N:15][CH:14]=4)[C:4]=23)[CH2:21]1. The catalyst class is: 12. (8) Reactant: C([N:8]1[C:12]([NH:13][CH:14]2[CH2:19][CH2:18][O:17][CH2:16][CH2:15]2)=[CH:11][CH:10]=[N:9]1)C1C=CC=CC=1. Product: [O:17]1[CH2:16][CH2:15][CH:14]([NH:13][C:12]2[NH:8][N:9]=[CH:10][CH:11]=2)[CH2:19][CH2:18]1. The catalyst class is: 349.